This data is from Blood-brain barrier penetration binary classification data from Martins et al.. The task is: Regression/Classification. Given a drug SMILES string, predict its absorption, distribution, metabolism, or excretion properties. Task type varies by dataset: regression for continuous measurements (e.g., permeability, clearance, half-life) or binary classification for categorical outcomes (e.g., BBB penetration, CYP inhibition). Dataset: bbb_martins. (1) The drug is O=c1[nH]c2cc(Cl)ccc2o1. The result is 1 (penetrates BBB). (2) The drug is C[C@]12CC[C@@H]3c4ccc(O)cc4CC[C@H]3[C@@H]1CCC2=O. The result is 0 (does not penetrate BBB). (3) The drug is CN(C)CCO. The result is 1 (penetrates BBB). (4) The molecule is C=CCC1(CC=C)C(=O)NC(=O)NC1=O. The result is 1 (penetrates BBB). (5) The result is 1 (penetrates BBB). The molecule is CN1C(=O)CC(C)(c2ccccc2)C1=O. (6) The molecule is NC[C@H]1O[C@H](O[C@@H]2[C@@H](N)C[C@@H](N)[C@H](O[C@H]3O[C@H](CO)[C@@H](O)[C@H](N)[C@H]3O)[C@H]2O)[C@H](N)C[C@@H]1O. The result is 0 (does not penetrate BBB). (7) The molecule is OC(OCC(COC(O)C(Cl)(Cl)Cl)(COC(O)C(Cl)(Cl)Cl)COC(O)C(Cl)(Cl)Cl)C(Cl)(Cl)Cl. The result is 1 (penetrates BBB).